This data is from Peptide-MHC class I binding affinity with 185,985 pairs from IEDB/IMGT. The task is: Regression. Given a peptide amino acid sequence and an MHC pseudo amino acid sequence, predict their binding affinity value. This is MHC class I binding data. (1) The peptide sequence is WQGPSAAAY. The MHC is HLA-A26:03 with pseudo-sequence HLA-A26:03. The binding affinity (normalized) is 0.0847. (2) The peptide sequence is NLRETNLDSL. The MHC is HLA-A68:02 with pseudo-sequence HLA-A68:02. The binding affinity (normalized) is 0.271. (3) The peptide sequence is YIRFRKNHI. The MHC is HLA-B08:01 with pseudo-sequence HLA-B08:01. The binding affinity (normalized) is 0.966. (4) The peptide sequence is MTTTANWLW. The MHC is HLA-B58:01 with pseudo-sequence HLA-B58:01. The binding affinity (normalized) is 0.995. (5) The MHC is HLA-A32:01 with pseudo-sequence HLA-A32:01. The peptide sequence is VTDTNKFAHY. The binding affinity (normalized) is 0.0527. (6) The peptide sequence is YATVAGHEG. The MHC is HLA-A01:01 with pseudo-sequence HLA-A01:01. The binding affinity (normalized) is 0.0847. (7) The peptide sequence is ITTQWHLDM. The MHC is HLA-A03:01 with pseudo-sequence HLA-A03:01. The binding affinity (normalized) is 0.0847. (8) The peptide sequence is HPVHAGPVA. The MHC is HLA-B07:02 with pseudo-sequence HLA-B07:02. The binding affinity (normalized) is 0.797. (9) The peptide sequence is APAICHEGKA. The MHC is HLA-B07:02 with pseudo-sequence HLA-B07:02. The binding affinity (normalized) is 0.297.